Dataset: Full USPTO retrosynthesis dataset with 1.9M reactions from patents (1976-2016). Task: Predict the reactants needed to synthesize the given product. Given the product [F:30][C:29]([F:31])([F:32])[C:26]1[CH:27]=[CH:28][C:23]([NH:22][C:20]([NH:19][C:15]2[CH:14]=[C:13]([C:9]3[C:8]([C:6]4[CH:5]=[CH:4][N:3]=[C:2]([NH:1][C:42](=[O:45])[CH2:43][CH3:44])[CH:7]=4)=[CH:12][NH:11][N:10]=3)[CH:18]=[CH:17][CH:16]=2)=[O:21])=[CH:24][CH:25]=1, predict the reactants needed to synthesize it. The reactants are: [NH2:1][C:2]1[CH:7]=[C:6]([C:8]2[C:9]([C:13]3[CH:14]=[C:15]([NH:19][C:20]([NH:22][C:23]4[CH:28]=[CH:27][C:26]([C:29]([F:32])([F:31])[F:30])=[CH:25][CH:24]=4)=[O:21])[CH:16]=[CH:17][CH:18]=3)=[N:10][NH:11][CH:12]=2)[CH:5]=[CH:4][N:3]=1.C(N(CC)C(C)C)(C)C.[C:42](Cl)(=[O:45])[CH2:43][CH3:44].[Na].